Task: Predict which catalyst facilitates the given reaction.. Dataset: Catalyst prediction with 721,799 reactions and 888 catalyst types from USPTO (1) Reactant: [NH2:1][C:2]1[CH:7]=[CH:6][C:5]([S:8]([N:11]([CH2:18][CH3:19])[C:12]2[CH:17]=[CH:16][CH:15]=[CH:14][CH:13]=2)(=[O:10])=[O:9])=[CH:4][C:3]=1[Cl:20].[N:21]([C:24]1[CH:33]=[CH:32][CH:31]=[CH:30][C:25]=1[C:26](OC)=[O:27])=[C:22]=[O:23]. Product: [Cl:20][C:3]1[CH:4]=[C:5]([S:8]([N:11]([CH2:18][CH3:19])[C:12]2[CH:17]=[CH:16][CH:15]=[CH:14][CH:13]=2)(=[O:10])=[O:9])[CH:6]=[CH:7][C:2]=1[N:1]1[C:26](=[O:27])[C:25]2[C:24](=[CH:33][CH:32]=[CH:31][CH:30]=2)[NH:21][C:22]1=[O:23]. The catalyst class is: 251. (2) Reactant: [CH3:1][O:2][C:3]1[C:8]([C:9](OC)=[O:10])=[CH:7][N:6]=[CH:5][N:4]=1.[H-].C([Al+]CC(C)C)C(C)C. Product: [CH3:1][O:2][C:3]1[C:8]([CH:9]=[O:10])=[CH:7][N:6]=[CH:5][N:4]=1. The catalyst class is: 426. (3) Reactant: [CH2:1]([O:8][CH:9]1[CH2:13][CH2:12][N:11]([C:14]2[CH:24]=[CH:23][C:17]([C:18]([O:20]CC)=[O:19])=[CH:16][CH:15]=2)[CH2:10]1)[C:2]1[CH:7]=[CH:6][CH:5]=[CH:4][CH:3]=1.[Li+].[OH-].[OH-].[Na+]. Product: [CH2:1]([O:8][CH:9]1[CH2:13][CH2:12][N:11]([C:14]2[CH:15]=[CH:16][C:17]([C:18]([OH:20])=[O:19])=[CH:23][CH:24]=2)[CH2:10]1)[C:2]1[CH:3]=[CH:4][CH:5]=[CH:6][CH:7]=1. The catalyst class is: 242.